The task is: Regression. Given two drug SMILES strings and cell line genomic features, predict the synergy score measuring deviation from expected non-interaction effect.. This data is from NCI-60 drug combinations with 297,098 pairs across 59 cell lines. (1) Drug 1: CC1CC2CCC3C(=C)CC(O3)CCC45CC6C(O4)C7C(O6)C(O5)C8C(O7)CCC(O8)CC(=O)CC9C(CC(C1=C)O2)OC(C9OC)CC(CN)O.CS(=O)(=O)O. Drug 2: CC1C(C(CC(O1)OC2CC(CC3=C2C(=C4C(=C3O)C(=O)C5=C(C4=O)C(=CC=C5)OC)O)(C(=O)CO)O)N)O.Cl. Cell line: SN12C. Synergy scores: CSS=51.5, Synergy_ZIP=-6.43, Synergy_Bliss=-4.97, Synergy_Loewe=-1.02, Synergy_HSA=0.439. (2) Drug 1: C1=CC(=CC=C1C#N)C(C2=CC=C(C=C2)C#N)N3C=NC=N3. Drug 2: CC12CCC3C(C1CCC2O)C(CC4=C3C=CC(=C4)O)CCCCCCCCCS(=O)CCCC(C(F)(F)F)(F)F. Cell line: SK-OV-3. Synergy scores: CSS=-5.36, Synergy_ZIP=3.65, Synergy_Bliss=2.35, Synergy_Loewe=-6.15, Synergy_HSA=-6.29. (3) Drug 1: CNC(=O)C1=NC=CC(=C1)OC2=CC=C(C=C2)NC(=O)NC3=CC(=C(C=C3)Cl)C(F)(F)F. Drug 2: CCC1(CC2CC(C3=C(CCN(C2)C1)C4=CC=CC=C4N3)(C5=C(C=C6C(=C5)C78CCN9C7C(C=CC9)(C(C(C8N6C)(C(=O)OC)O)OC(=O)C)CC)OC)C(=O)OC)O.OS(=O)(=O)O. Cell line: DU-145. Synergy scores: CSS=5.29, Synergy_ZIP=-1.57, Synergy_Bliss=-0.388, Synergy_Loewe=0.807, Synergy_HSA=-1.15. (4) Drug 1: CC1C(C(=O)NC(C(=O)N2CCCC2C(=O)N(CC(=O)N(C(C(=O)O1)C(C)C)C)C)C(C)C)NC(=O)C3=C4C(=C(C=C3)C)OC5=C(C(=O)C(=C(C5=N4)C(=O)NC6C(OC(=O)C(N(C(=O)CN(C(=O)C7CCCN7C(=O)C(NC6=O)C(C)C)C)C)C(C)C)C)N)C. Drug 2: CC1=C(N=C(N=C1N)C(CC(=O)N)NCC(C(=O)N)N)C(=O)NC(C(C2=CN=CN2)OC3C(C(C(C(O3)CO)O)O)OC4C(C(C(C(O4)CO)O)OC(=O)N)O)C(=O)NC(C)C(C(C)C(=O)NC(C(C)O)C(=O)NCCC5=NC(=CS5)C6=NC(=CS6)C(=O)NCCC[S+](C)C)O. Cell line: 786-0. Synergy scores: CSS=31.9, Synergy_ZIP=-5.71, Synergy_Bliss=0.585, Synergy_Loewe=-0.214, Synergy_HSA=2.04. (5) Drug 2: C1=NC(=NC(=O)N1C2C(C(C(O2)CO)O)O)N. Drug 1: C1=CC(=CC=C1CCC2=CNC3=C2C(=O)NC(=N3)N)C(=O)NC(CCC(=O)O)C(=O)O. Cell line: CCRF-CEM. Synergy scores: CSS=54.7, Synergy_ZIP=2.88, Synergy_Bliss=3.01, Synergy_Loewe=-8.04, Synergy_HSA=3.37.